Dataset: Full USPTO retrosynthesis dataset with 1.9M reactions from patents (1976-2016). Task: Predict the reactants needed to synthesize the given product. (1) The reactants are: [NH2:1][C:2]1[C:7]([Br:8])=[CH:6][CH:5]=[CH:4][N:3]=1.[C:9](OC(=O)C)(=[O:11])[CH3:10]. Given the product [Br:8][C:7]1[C:2]([NH:1][C:9](=[O:11])[CH3:10])=[N:3][CH:4]=[CH:5][CH:6]=1, predict the reactants needed to synthesize it. (2) Given the product [F:1][C:2]1[CH:23]=[CH:22][CH:21]=[C:20]([F:24])[C:3]=1[O:4][C:5]1[CH:6]=[C:7]([NH:13][C:14]2[S:15][CH:16]=[C:17]([CH3:19])[N:18]=2)[N:8]=[CH:9][C:10]=1/[CH:49]=[CH:28]/[C:27]([O:26][CH3:25])=[O:48], predict the reactants needed to synthesize it. The reactants are: [F:1][C:2]1[CH:23]=[CH:22][CH:21]=[C:20]([F:24])[C:3]=1[O:4][C:5]1[C:10](C=O)=[CH:9][N:8]=[C:7]([NH:13][C:14]2[S:15][CH:16]=[C:17]([CH3:19])[N:18]=2)[CH:6]=1.[CH3:25][O:26][C:27](=[O:48])[CH:28]=P(C1C=CC=CC=1)(C1C=CC=CC=1)C1C=CC=CC=1.[CH2:49]1COCC1.